Dataset: Full USPTO retrosynthesis dataset with 1.9M reactions from patents (1976-2016). Task: Predict the reactants needed to synthesize the given product. (1) Given the product [ClH:30].[S:12]1[CH:16]=[CH:15][C:14]2[C:17]([N:21]3[CH2:22][CH2:23][N:24]([CH2:27][CH2:28][CH2:29][O:1][C:2]4[N:3]=[CH:4][C:5]5[C:10]([CH:11]=4)=[CH:9][CH:8]=[CH:7][CH:6]=5)[CH2:25][CH2:26]3)=[CH:18][CH:19]=[CH:20][C:13]1=2, predict the reactants needed to synthesize it. The reactants are: [OH:1][C:2]1[N:3]=[CH:4][C:5]2[C:10]([CH:11]=1)=[CH:9][CH:8]=[CH:7][CH:6]=2.[S:12]1[CH:16]=[CH:15][C:14]2[C:17]([N:21]3[CH2:26][CH2:25][N:24]([CH2:27][CH2:28][CH2:29][Cl:30])[CH2:23][CH2:22]3)=[CH:18][CH:19]=[CH:20][C:13]1=2.C(=O)([O-])[O-].[K+].[K+].CN(C)C=O. (2) Given the product [CH2:1]([N:8]1[C:13](=[O:14])[CH:12]=[CH:11][C:10]([C:15]2[S:19][C:18]([C:20]([NH:34][CH:31]3[CH2:33][CH2:32]3)=[O:22])=[N:17][C:16]=2[C:25]2[CH:30]=[CH:29][CH:28]=[CH:27][CH:26]=2)=[N:9]1)[C:2]1[CH:7]=[CH:6][CH:5]=[CH:4][CH:3]=1, predict the reactants needed to synthesize it. The reactants are: [CH2:1]([N:8]1[C:13](=[O:14])[CH:12]=[CH:11][C:10]([C:15]2[S:19][C:18]([C:20]([O:22]CC)=O)=[N:17][C:16]=2[C:25]2[CH:30]=[CH:29][CH:28]=[CH:27][CH:26]=2)=[N:9]1)[C:2]1[CH:7]=[CH:6][CH:5]=[CH:4][CH:3]=1.[CH:31]1([NH2:34])[CH2:33][CH2:32]1. (3) Given the product [CH:40]1([C:37]2[NH:38][N:39]=[C:35]([NH:34][C:32]3[CH:31]=[CH:30][N:29]=[C:28]([NH:17][CH2:16][C:15]4[C:10]5[N:9]=[CH:8][N:7]([CH:2]6[CH2:3][CH2:4][CH2:5][CH2:6][O:1]6)[C:11]=5[CH:12]=[CH:13][CH:14]=4)[N:33]=3)[CH:36]=2)[CH2:42][CH2:41]1, predict the reactants needed to synthesize it. The reactants are: [O:1]1[CH2:6][CH2:5][CH2:4][CH2:3][CH:2]1[N:7]1[C:11]2[CH:12]=[CH:13][CH:14]=[C:15]([CH2:16][NH2:17])[C:10]=2[N:9]=[CH:8]1.CCN(C(C)C)C(C)C.Cl[C:28]1[N:33]=[C:32]([NH:34][C:35]2[NH:39][N:38]=[C:37]([CH:40]3[CH2:42][CH2:41]3)[CH:36]=2)[CH:31]=[CH:30][N:29]=1. (4) Given the product [CH3:1][O:2][C:3]1[CH:12]=[C:11]2[C:6]([CH:7]=[CH:8][CH:9]=[C:10]2[CH2:13][CH2:14][NH:15][C:16](=[O:18])[CH3:17])=[CH:5][CH:4]=1, predict the reactants needed to synthesize it. The reactants are: [CH3:1][O:2][C:3]1[CH:12]=[C:11]2[C:6]([CH:7]=[CH:8][CH:9]=[C:10]2[CH2:13][CH2:14][NH2:15])=[CH:5][CH:4]=1.[C:16]([O-])(=[O:18])[CH3:17].[Na+].C(O)C.C(OC(=O)C)(=O)C. (5) Given the product [Br:2][CH2:25][C:15]1[CH:16]=[C:17]([C:18]2[CH:23]=[CH:22][C:21]([CH3:24])=[CH:20][CH:19]=2)[N:13]([C:10]2[CH:11]=[CH:12][C:7]([O:6][CH3:5])=[CH:8][CH:9]=2)[N:14]=1, predict the reactants needed to synthesize it. The reactants are: P(Br)(Br)[Br:2].[CH3:5][O:6][C:7]1[CH:12]=[CH:11][C:10]([N:13]2[C:17]([C:18]3[CH:23]=[CH:22][C:21]([CH3:24])=[CH:20][CH:19]=3)=[CH:16][C:15]([CH2:25]O)=[N:14]2)=[CH:9][CH:8]=1.[OH-].[Na+]. (6) Given the product [CH2:14]([CH:11]1[CH2:10][CH2:9][CH:8]([CH:5]2[CH2:6][CH2:7][C:2]([C:17]3[CH:22]=[CH:21][CH:20]=[CH:19][C:18]=3[O:23][CH2:24][CH2:25][F:26])=[CH:3][CH2:4]2)[CH2:13][CH2:12]1)[CH2:15][CH3:16], predict the reactants needed to synthesize it. The reactants are: O[C:2]1([C:17]2[CH:22]=[CH:21][CH:20]=[CH:19][C:18]=2[O:23][CH2:24][CH2:25][F:26])[CH2:7][CH2:6][CH:5]([CH:8]2[CH2:13][CH2:12][CH:11]([CH2:14][CH2:15][CH3:16])[CH2:10][CH2:9]2)[CH2:4][CH2:3]1.O.C1(C)C=CC(S(O)(=O)=O)=CC=1.C(=O)([O-])O.[Na+]. (7) Given the product [NH2:33][C:31]1[N:30]([CH3:29])[C:10](=[O:11])[C:9]2([N:32]=1)[C:4]1[CH:3]=[C:2]([Br:1])[CH:20]=[C:19]([F:21])[C:5]=1[O:6][C:7]1[C:8]2=[CH:13][C:14]([O:17][CH3:18])=[CH:15][CH:16]=1, predict the reactants needed to synthesize it. The reactants are: [Br:1][C:2]1[CH:20]=[C:19]([F:21])[C:5]2[O:6][C:7]3[CH:16]=[CH:15][C:14]([O:17][CH3:18])=[CH:13][C:8]=3[C:9](=O)[C:10](=[O:11])[C:4]=2[CH:3]=1.O1CCOCC1.Cl.[CH3:29][NH:30][C:31]([NH2:33])=[NH:32].C(=O)([O-])[O-].[Na+].[Na+]. (8) Given the product [NH2:39][CH2:40][C:41]([NH:30][C@H:27]1[CH2:28][CH2:29][N:25]([C:9]2[N:10]=[C:11]([N:12]3[CH2:17][CH2:16][N:15]4[C:18]([C:21]([F:22])([F:23])[F:24])=[N:19][N:20]=[C:14]4[CH2:13]3)[C:6]3[CH:5]=[C:4]([CH2:1][CH2:2][CH3:3])[S:31][C:7]=3[N:8]=2)[CH2:26]1)=[O:42], predict the reactants needed to synthesize it. The reactants are: [CH2:1]([C:4]1[S:31][C:7]2[N:8]=[C:9]([N:25]3[CH2:29][CH2:28][C@H:27]([NH2:30])[CH2:26]3)[N:10]=[C:11]([N:12]3[CH2:17][CH2:16][N:15]4[C:18]([C:21]([F:24])([F:23])[F:22])=[N:19][N:20]=[C:14]4[CH2:13]3)[C:6]=2[CH:5]=1)[CH2:2][CH3:3].C([NH:39][CH2:40][C:41](O)=[O:42])(OC(C)(C)C)=O.C(Cl)CCl.C1C=CC2N(O)N=NC=2C=1.C(N(C(C)C)CC)(C)C.